From a dataset of Full USPTO retrosynthesis dataset with 1.9M reactions from patents (1976-2016). Predict the reactants needed to synthesize the given product. (1) Given the product [Br:1][C:2]1[CH:22]=[CH:21][C:20]([F:23])=[CH:19][C:3]=1[O:4][CH:5]1[CH2:10][CH2:9][N:8]([C:11]2[N:16]=[C:15]3[C:14]([N:18]=[C:24]([SH:25])[NH:17]3)=[CH:13][N:12]=2)[CH2:7][CH2:6]1, predict the reactants needed to synthesize it. The reactants are: [Br:1][C:2]1[CH:22]=[CH:21][C:20]([F:23])=[CH:19][C:3]=1[O:4][CH:5]1[CH2:10][CH2:9][N:8]([C:11]2[N:16]=[C:15]([NH2:17])[C:14]([NH2:18])=[CH:13][N:12]=2)[CH2:7][CH2:6]1.[C:24](=S)=[S:25].[OH-].[Na+]. (2) Given the product [C:18]([C:15]1[CH:16]=[CH:17][C:12]([S:9]([NH:8][C:5]2[CH:6]=[CH:7][C:2]([Cl:1])=[CH:3][C:4]=2[N:23]2[CH:35]=[C:34]([C:38]([OH:37])=[O:32])[N:25]=[N:24]2)(=[O:11])=[O:10])=[CH:13][CH:14]=1)([CH3:22])([CH3:21])[CH3:19], predict the reactants needed to synthesize it. The reactants are: [Cl:1][C:2]1[CH:7]=[CH:6][C:5]([NH:8][S:9]([C:12]2[CH:17]=[CH:16][C:15]([C:18]([CH3:22])([CH3:21])[CH2:19]C)=[CH:14][CH:13]=2)(=[O:11])=[O:10])=[C:4]([N:23]2C3C(=NC=CC=3)[N:25]=[N:24]2)[CH:3]=1.[OH-:32].[Na+].[CH2:34]1[CH2:38][O:37]C[CH2:35]1. (3) Given the product [N:1]1[CH:6]=[CH:5][CH:4]=[C:3]2[CH2:7][CH2:8][CH2:9][CH2:10][CH:11]([OH:12])[C:2]=12, predict the reactants needed to synthesize it. The reactants are: [N:1]1[CH:6]=[CH:5][CH:4]=[C:3]2[CH2:7][CH2:8][CH2:9][CH2:10][CH2:11][C:2]=12.[OH:12]O. (4) Given the product [F:19][C:20]1[CH:21]=[N:22][CH:23]=[C:24]([F:39])[C:25]=1[C:2]1[C:7]([C:8]2[CH:13]=[CH:12][CH:11]=[CH:10][C:9]=2[F:14])=[N:6][C:5]([NH2:15])=[C:4]([N+:16]([O-:18])=[O:17])[CH:3]=1, predict the reactants needed to synthesize it. The reactants are: Br[C:2]1[CH:3]=[C:4]([N+:16]([O-:18])=[O:17])[C:5]([NH2:15])=[N:6][C:7]=1[C:8]1[CH:13]=[CH:12][CH:11]=[CH:10][C:9]=1[F:14].[F:19][C:20]1[CH:21]=[N:22][CH:23]=[C:24]([F:39])[C:25]=1[Sn](CCCC)(CCCC)CCCC. (5) Given the product [CH3:1][O:2][C:3](=[O:18])[C:4]1[CH:9]=[C:8]([N:19]2[CH:23]=[C:22]([C:24]#[N:25])[N:21]=[CH:20]2)[C:7]([C:11]([F:14])([F:13])[F:12])=[CH:6][C:5]=1[N+:15]([O-:17])=[O:16], predict the reactants needed to synthesize it. The reactants are: [CH3:1][O:2][C:3](=[O:18])[C:4]1[CH:9]=[C:8](F)[C:7]([C:11]([F:14])([F:13])[F:12])=[CH:6][C:5]=1[N+:15]([O-:17])=[O:16].[NH:19]1[CH:23]=[C:22]([C:24]#[N:25])[N:21]=[CH:20]1.C(N(C(C)C)C(C)C)C. (6) Given the product [Cl:1][C:2]1[CH:3]=[C:4]2[C:5]3([CH2:19][C:20](=[O:22])[NH:18][C:17]3=[O:27])[C:6](=[O:16])[N:7]([CH2:11][C:12]([O:14][CH3:15])=[O:13])[C:8]2=[CH:9][CH:10]=1, predict the reactants needed to synthesize it. The reactants are: [Cl:1][C:2]1[CH:3]=[C:4]2[C:8](=[CH:9][CH:10]=1)[N:7]([CH2:11][C:12]([O:14][CH3:15])=[O:13])[C:6](=[O:16])[C:5]2([CH:19](C#N)[C:20]([O:22]C)=O)[C:17]#[N:18].C[OH:27].